From a dataset of CYP2C19 inhibition data for predicting drug metabolism from PubChem BioAssay. Regression/Classification. Given a drug SMILES string, predict its absorption, distribution, metabolism, or excretion properties. Task type varies by dataset: regression for continuous measurements (e.g., permeability, clearance, half-life) or binary classification for categorical outcomes (e.g., BBB penetration, CYP inhibition). Dataset: cyp2c19_veith. (1) The result is 1 (inhibitor). The molecule is Cc1cc(C)n(S(=O)(=O)Cc2ccccc2)n1. (2) The drug is NC[C@@H]1O[C@H](O[C@@H]2[C@H](CO)O[C@H](O[C@@H]3[C@H](O[C@@H]4O[C@H](CO)[C@@H](O)[C@H](O)[C@@H]4N)[C@@H](N)C[C@@H](N)[C@H]3O)[C@H]2O)[C@@H](N)[C@H](O)[C@@H]1O. The result is 0 (non-inhibitor). (3) The molecule is CC(C)(C)n1nc(-c2ccc(Cl)cc2)c2c(N)ncnc21. The result is 1 (inhibitor). (4) The drug is O=C1c2ccccc2C(=O)c2c(NC3CCCCC3)ccc(Nc3ccc(S(=O)(=O)O)cc3)c21. The result is 1 (inhibitor). (5) The drug is O=C(O)c1c(Cl)c(Cl)c(Cl)c(Cl)c1C(=O)Nc1ccc2cn[nH]c2c1. The result is 0 (non-inhibitor). (6) The molecule is CCCC(C(=O)Nc1nccs1)c1ccccc1. The result is 1 (inhibitor). (7) The compound is CCc1nnc(NC(=O)CCC(=O)NCc2ccccc2OC)s1. The result is 0 (non-inhibitor).